Dataset: Catalyst prediction with 721,799 reactions and 888 catalyst types from USPTO. Task: Predict which catalyst facilitates the given reaction. (1) Reactant: CC[N:3]=C=NCCCN(C)C.[Cl:12][C:13]1[S:39][C:16]2[NH:17][C:18]([C:20]([NH:22][CH:23]3[CH2:32][C:31]4[C:26](=[CH:27][CH:28]=[CH:29][CH:30]=4)[N:25]([CH2:33][CH:34](O)CO)[C:24]3=[O:38])=[O:21])=[CH:19][C:15]=2[CH:14]=1.ClC1SC2NC(C(NC3CC4C(=CC=CC=4)N(C[C@@H](O)CO)C3=O)=O)=CC=2C=1. Product: [Cl:12][C:13]1[S:39][C:16]2[NH:17][C:18]([C:20]([NH:22][CH:23]3[CH2:32][C:31]4[C:26](=[CH:27][CH:28]=[CH:29][CH:30]=4)[N:25]([CH2:33][C:34]#[N:3])[C:24]3=[O:38])=[O:21])=[CH:19][C:15]=2[CH:14]=1. The catalyst class is: 2. (2) Reactant: [F:1][C:2]1[CH:7]=[CH:6][C:5]([F:8])=[CH:4][C:3]=1[CH2:9][C:10]([OH:12])=[O:11].S(Cl)([Cl:15])=O.[NH2:17]/[C:18](=[N:24]\[OH:25])/[C:19]([O:21][CH2:22][CH3:23])=[O:20].C(N(CC)C(C)C)(C)C. Product: [F:1][C:2]1[CH:7]=[CH:6][C:5]([F:8])=[CH:4][C:3]=1[CH2:9][C:10]([Cl:15])=[O:12].[NH2:17]/[C:18](=[N:24]\[O:25][C:10](=[O:11])[CH2:9][C:3]1[CH:4]=[C:5]([F:8])[CH:6]=[CH:7][C:2]=1[F:1])/[C:19]([O:21][CH2:22][CH3:23])=[O:20]. The catalyst class is: 452. (3) The catalyst class is: 2. Product: [O:1]1[C:5]2[CH:6]=[CH:7][C:8]([CH:10]([C:19]3[CH:20]=[CH:21][CH:22]=[CH:23][CH:24]=3)[CH2:11][CH:12]=[O:13])=[CH:9][C:4]=2[O:3][CH2:2]1. Reactant: [O:1]1[C:5]2[CH:6]=[CH:7][C:8]([CH:10]([C:19]3[CH:24]=[CH:23][CH:22]=[CH:21][CH:20]=3)[CH2:11][C:12](OC(C)(C)C)=[O:13])=[CH:9][C:4]=2[O:3][CH2:2]1.[H-].C([Al+]CC(C)C)C(C)C.CO.C(O)(=O)CC(CC(O)=O)(C(O)=O)O. (4) Reactant: O.Cl.O1CCOCC1.[Cl:9][C:10]1[CH:51]=[CH:50][CH:49]=[CH:48][C:11]=1[CH2:12][C:13]1[C:14]([C:38]([N:40]([CH2:42][CH:43](OC)OC)[CH3:41])=[O:39])=[N:15][N:16](S(N(C)C)(=O)=O)[C:17]=1[N:18]1[CH2:23][CH2:22][CH2:21][C@@H:20]([NH:24][C:25](=[O:31])[O:26][C:27]([CH3:30])([CH3:29])[CH3:28])[CH2:19]1.C(=O)([O-])[O-].[K+].[K+]. Product: [Cl:9][C:10]1[CH:51]=[CH:50][CH:49]=[CH:48][C:11]=1[CH2:12][C:13]1[C:17]([N:18]2[CH2:23][CH2:22][CH2:21][C@@H:20]([NH:24][C:25](=[O:31])[O:26][C:27]([CH3:30])([CH3:29])[CH3:28])[CH2:19]2)=[N:16][N:15]2[CH:43]=[CH:42][N:40]([CH3:41])[C:38](=[O:39])[C:14]=12. The catalyst class is: 12. (5) Reactant: [C:1]([O:5][C:6]([N:8]1[CH2:12][CH2:11][C:10]([C:14]2[CH:19]=[CH:18][CH:17]=[C:16]([F:20])[C:15]=2[F:21])([OH:13])[CH2:9]1)=[O:7])([CH3:4])([CH3:3])[CH3:2].[H-].[Na+].I[CH3:25]. Product: [F:21][C:15]1[C:16]([F:20])=[CH:17][CH:18]=[CH:19][C:14]=1[C:10]1([O:13][CH3:25])[CH2:11][CH2:12][N:8]([C:6]([O:5][C:1]([CH3:4])([CH3:2])[CH3:3])=[O:7])[CH2:9]1. The catalyst class is: 7. (6) Reactant: [CH3:1][O:2][C:3]1[C:8]([O:9][CH3:10])=[CH:7][C:6]([C:11]2[C:15]([C:16]3[CH:21]=[CH:20][C:19]([O:22][CH3:23])=[C:18]([O:24][CH3:25])[CH:17]=3)=[C:14]([C:26]([O:28][CH3:29])=[O:27])[NH:13][C:12]=2[C:30]([O:32][CH3:33])=[O:31])=[C:5]([O:34][CH2:35][O:36][CH3:37])[CH:4]=1.[CH3:38][O:39][C:40]1[CH:41]=[C:42]([CH:46]=[CH:47][C:48]=1[O:49][CH3:50])[CH2:43][CH2:44]Br.C([O-])([O-])=O.[K+].[K+].CCOC(C)=O.C(Cl)Cl. Product: [CH3:1][O:2][C:3]1[C:8]([O:9][CH3:10])=[CH:7][C:6]([C:11]2[C:15]([C:16]3[CH:21]=[CH:20][C:19]([O:22][CH3:23])=[C:18]([O:24][CH3:25])[CH:17]=3)=[C:14]([C:26]([O:28][CH3:29])=[O:27])[N:13]([CH2:44][CH2:43][C:42]3[CH:46]=[CH:47][C:48]([O:49][CH3:50])=[C:40]([O:39][CH3:38])[CH:41]=3)[C:12]=2[C:30]([O:32][CH3:33])=[O:31])=[C:5]([O:34][CH2:35][O:36][CH3:37])[CH:4]=1. The catalyst class is: 3.